From a dataset of NCI-60 drug combinations with 297,098 pairs across 59 cell lines. Regression. Given two drug SMILES strings and cell line genomic features, predict the synergy score measuring deviation from expected non-interaction effect. (1) Drug 1: COC1=C(C=C2C(=C1)N=CN=C2NC3=CC(=C(C=C3)F)Cl)OCCCN4CCOCC4. Drug 2: CCC1=CC2CC(C3=C(CN(C2)C1)C4=CC=CC=C4N3)(C5=C(C=C6C(=C5)C78CCN9C7C(C=CC9)(C(C(C8N6C)(C(=O)OC)O)OC(=O)C)CC)OC)C(=O)OC.C(C(C(=O)O)O)(C(=O)O)O. Cell line: T-47D. Synergy scores: CSS=42.7, Synergy_ZIP=-5.55, Synergy_Bliss=0.968, Synergy_Loewe=4.04, Synergy_HSA=4.10. (2) Drug 2: CN1C2=C(C=C(C=C2)N(CCCl)CCCl)N=C1CCCC(=O)O.Cl. Cell line: OVCAR3. Drug 1: CN1CCC(CC1)COC2=C(C=C3C(=C2)N=CN=C3NC4=C(C=C(C=C4)Br)F)OC. Synergy scores: CSS=24.2, Synergy_ZIP=1.16, Synergy_Bliss=1.71, Synergy_Loewe=-4.97, Synergy_HSA=2.23. (3) Drug 1: C1CCC(C1)C(CC#N)N2C=C(C=N2)C3=C4C=CNC4=NC=N3. Drug 2: C1CN(CCN1C(=O)CCBr)C(=O)CCBr. Cell line: SF-539. Synergy scores: CSS=7.77, Synergy_ZIP=-4.60, Synergy_Bliss=-2.04, Synergy_Loewe=-2.51, Synergy_HSA=-1.01. (4) Drug 1: CNC(=O)C1=CC=CC=C1SC2=CC3=C(C=C2)C(=NN3)C=CC4=CC=CC=N4. Cell line: NCI-H522. Drug 2: C1=NNC2=C1C(=O)NC=N2. Synergy scores: CSS=13.1, Synergy_ZIP=-3.45, Synergy_Bliss=0.653, Synergy_Loewe=-4.05, Synergy_HSA=1.96.